From a dataset of Full USPTO retrosynthesis dataset with 1.9M reactions from patents (1976-2016). Predict the reactants needed to synthesize the given product. (1) Given the product [Cl:43][C:26]1[CH:27]=[C:28]([C:34]#[C:35][CH2:36][NH:37][C:38](=[O:42])[N:39]([CH3:40])[CH3:41])[C:29]2[O:33][CH2:32][O:31][C:30]=2[C:25]=1[NH:24][C:2]1[C:11]2[C:6](=[CH:7][C:8]([O:14][CH2:15][CH2:16][CH2:17][N:18]3[CH2:23][CH2:22][O:21][CH2:20][CH2:19]3)=[C:9]([O:12][CH3:13])[CH:10]=2)[N:5]=[CH:4][N:3]=1, predict the reactants needed to synthesize it. The reactants are: Cl[C:2]1[C:11]2[C:6](=[CH:7][C:8]([O:14][CH2:15][CH2:16][CH2:17][N:18]3[CH2:23][CH2:22][O:21][CH2:20][CH2:19]3)=[C:9]([O:12][CH3:13])[CH:10]=2)[N:5]=[CH:4][N:3]=1.[NH2:24][C:25]1[C:30]2[O:31][CH2:32][O:33][C:29]=2[C:28]([C:34]#[C:35][CH2:36][NH:37][C:38](=[O:42])[N:39]([CH3:41])[CH3:40])=[CH:27][C:26]=1[Cl:43].C[Si]([N-][Si](C)(C)C)(C)C.[Na+]. (2) Given the product [ClH:12].[CH3:1][C:2]1[NH:3][C:4]2[C:9]([C:10]=1[C:13]1[C:22]3[C:17](=[C:18]([CH3:23])[CH:19]=[CH:20][CH:21]=3)[N:16]=[C:15]([CH3:24])[CH:14]=1)=[CH:8][C:7]([CH3:11])=[CH:6][CH:5]=2, predict the reactants needed to synthesize it. The reactants are: [CH3:1][C:2]1[NH:3][C:4]2[C:9]([CH:10]=1)=[CH:8][C:7]([CH3:11])=[CH:6][CH:5]=2.[Cl:12][C:13]1[C:22]2[C:17](=[C:18]([CH3:23])[CH:19]=[CH:20][CH:21]=2)[N:16]=[C:15]([CH3:24])[CH:14]=1. (3) Given the product [CH3:37][S:34]([C:31]([C:23]1[CH:24]=[C:25]2[C:30](=[C:21]([C:17]3[CH:16]=[C:15]([C:12]4[CH:11]=[CH:10][C:9](=[O:8])[NH:14][CH:13]=4)[CH:20]=[CH:19][CH:18]=3)[CH:22]=1)[N:29]=[CH:28][CH:27]=[CH:26]2)([CH3:33])[CH3:32])(=[O:35])=[O:36], predict the reactants needed to synthesize it. The reactants are: C([O:8][C:9]1[N:14]=[CH:13][C:12]([C:15]2[CH:16]=[C:17]([C:21]3[CH:22]=[C:23]([C:31]([S:34]([CH3:37])(=[O:36])=[O:35])([CH3:33])[CH3:32])[CH:24]=[C:25]4[C:30]=3[N:29]=[CH:28][CH:27]=[CH:26]4)[CH:18]=[CH:19][CH:20]=2)=[CH:11][CH:10]=1)C1C=CC=CC=1.C(O)(C(F)(F)F)=O. (4) Given the product [Cl:1][C:2]1[CH:7]=[CH:6][C:5]2[O:8][C:13]3[S:14][C:15]([CH3:18])=[CH:16][C:12]=3[C:10](=[O:11])[NH:9][C:4]=2[CH:3]=1, predict the reactants needed to synthesize it. The reactants are: [Cl:1][C:2]1[CH:3]=[C:4]([NH:9][C:10]([C:12]2[CH:16]=[CH:15][S:14][C:13]=2Br)=[O:11])[C:5]([OH:8])=[CH:6][CH:7]=1.[C:18](=O)([O-])[O-].[K+].[K+]. (5) Given the product [CH3:26][C:25]1([CH3:27])[CH:22]2[CH2:23][CH2:24][C@@:18]1([CH2:28][S:29]([O:6][C@H:5]([C:7]1[S:8][CH:9]=[CH:10][CH:11]=1)[CH2:4][CH2:3][NH:2][CH3:1])(=[O:31])=[O:30])[C:19](=[O:20])[CH2:21]2, predict the reactants needed to synthesize it. The reactants are: [CH3:1][NH:2][CH2:3][CH2:4][C@@H:5]([C:7]1[S:8][CH:9]=[CH:10][CH:11]=1)[OH:6].C(OCC)(=O)C.[C:18]12([CH2:28][S:29](O)(=[O:31])=[O:30])[C:25]([CH3:27])([CH3:26])[CH:22]([CH2:23][CH2:24]1)[CH2:21][C:19]2=[O:20]. (6) Given the product [C:10]([O:14][C:15]([N:17]1[CH2:23][CH2:22][C:21]2[C:24]([CH2:29][S:9][C:3]3[CH:8]=[CH:7][CH:6]=[CH:5][CH:4]=3)=[C:25]([Cl:28])[CH:26]=[CH:27][C:20]=2[CH2:19][CH2:18]1)=[O:16])([CH3:13])([CH3:12])[CH3:11], predict the reactants needed to synthesize it. The reactants are: [H-].[Na+].[C:3]1([SH:9])[CH:8]=[CH:7][CH:6]=[CH:5][CH:4]=1.[C:10]([O:14][C:15]([N:17]1[CH2:23][CH2:22][C:21]2[C:24]([CH2:29]Cl)=[C:25]([Cl:28])[CH:26]=[CH:27][C:20]=2[CH2:19][CH2:18]1)=[O:16])([CH3:13])([CH3:12])[CH3:11]. (7) Given the product [O:1]([C:8]1[C:17]2[N:18]=[CH:19][N:20]([CH2:21][CH2:22][O:23][CH2:31][C:28]3[CH:29]=[CH:30][N:25]=[CH:26][CH:27]=3)[C:16]=2[C:15]2[CH:14]=[CH:13][CH:12]=[CH:11][C:10]=2[N:9]=1)[C:2]1[CH:3]=[CH:4][CH:5]=[CH:6][CH:7]=1, predict the reactants needed to synthesize it. The reactants are: [O:1]([C:8]1[C:17]2[N:18]=[CH:19][N:20]([CH2:21][CH2:22][OH:23])[C:16]=2[C:15]2[CH:14]=[CH:13][CH:12]=[CH:11][C:10]=2[N:9]=1)[C:2]1[CH:7]=[CH:6][CH:5]=[CH:4][CH:3]=1.Cl.[N:25]1[CH:30]=[CH:29][C:28]([CH2:31]Cl)=[CH:27][CH:26]=1. (8) Given the product [C:1]([O:5][C:6](=[O:7])[NH:8][CH:9]1[CH2:14][CH2:13][N:12]([CH2:15][CH2:16][N:17]2[CH2:22][CH2:21][C@H:20]([OH:23])[C@@H:19]([CH3:30])[CH2:18]2)[CH2:11][CH2:10]1)([CH3:4])([CH3:2])[CH3:3], predict the reactants needed to synthesize it. The reactants are: [C:1]([O:5][C:6]([NH:8][CH:9]1[CH2:14][CH2:13][N:12]([CH2:15][CH2:16][N:17]2[CH2:22][CH2:21][C@H:20]([O:23]C(=O)C(C)(C)C)[C@@H:19]([CH3:30])[CH2:18]2)[CH2:11][CH2:10]1)=[O:7])([CH3:4])([CH3:3])[CH3:2].C[O-].[Na+]. (9) Given the product [F:25][C:21]1[CH:20]=[C:19]2[C:24](=[CH:23][CH:22]=1)[NH:16][C:17]([C:6]1[CH:5]=[N:4][CH:3]=[C:2]([F:1])[CH:7]=1)=[CH:18]2, predict the reactants needed to synthesize it. The reactants are: [F:1][C:2]1[CH:3]=[N:4][CH:5]=[C:6](Br)[CH:7]=1.C([N:16]1[C:24]2[C:19](=[CH:20][C:21]([F:25])=[CH:22][CH:23]=2)[CH:18]=[C:17]1B(O)O)(OC(C)(C)C)=O. (10) Given the product [OH:12][C@H:5]1[C:6]2[C:11](=[CH:10][CH:9]=[CH:8][CH:7]=2)[C@@H:2]([N:1]2[C:16](=[O:17])[C:15]3[C:14](=[CH:22][CH:21]=[CH:20][CH:19]=3)[C:13]2=[O:18])[CH2:3][CH2:4]1, predict the reactants needed to synthesize it. The reactants are: [NH2:1][C@@H:2]1[C:11]2[C:6](=[CH:7][CH:8]=[CH:9][CH:10]=2)[C@H:5]([OH:12])[CH2:4][CH2:3]1.[C:13]1(=O)[O:18][C:16](=[O:17])[C:15]2=[CH:19][CH:20]=[CH:21][CH:22]=[C:14]12.